From a dataset of Reaction yield outcomes from USPTO patents with 853,638 reactions. Predict the reaction yield, written as a fraction of the theoretical maximum amount of product (1.0 means a 100% yield; for example, 0.34 means a 34% yield). (1) The reactants are C(OC([NH:8][C:9]([CH3:41])([CH3:40])[C@H:10]([NH:15][C:16](=[O:39])[C:17]1[CH:22]=[CH:21][C:20]([C:23]#[C:24][C:25]#[C:26][CH:27]([O:37][CH3:38])[CH2:28][O:29][Si](C(C)(C)C)(C)C)=[CH:19][CH:18]=1)[C:11]([O:13][CH3:14])=[O:12])=O)(C)(C)C.Cl.C([O-])(O)=O.[Na+]. The catalyst is CO. The product is [NH2:8][C:9]([CH3:41])([CH3:40])[C@H:10]([NH:15][C:16](=[O:39])[C:17]1[CH:22]=[CH:21][C:20]([C:23]#[C:24][C:25]#[C:26][CH:27]([O:37][CH3:38])[CH2:28][OH:29])=[CH:19][CH:18]=1)[C:11]([O:13][CH3:14])=[O:12]. The yield is 0.660. (2) The reactants are [F:1][C:2]1[CH:7]=[C:6]([N+:8]([O-:10])=[O:9])[CH:5]=[C:4]([F:11])[C:3]=1[CH:12]([CH3:16])[C:13]([OH:15])=[O:14].[CH3:17]O. The catalyst is Cl. The product is [F:1][C:2]1[CH:7]=[C:6]([N+:8]([O-:10])=[O:9])[CH:5]=[C:4]([F:11])[C:3]=1[CH:12]([CH3:16])[C:13]([O:15][CH3:17])=[O:14]. The yield is 0.890. (3) The reactants are [OH-].[Na+].[F:3][C:4]1[CH:32]=[CH:31][CH:30]=[CH:29][C:5]=1[O:6][C:7]1[CH:8]=[CH:9][C:10]2[N:14]=[C:13]([CH2:15][O:16][C:17]3[CH:18]=[C:19]([CH:24]=[CH:25][CH:26]=3)[C:20]([O:22]C)=[O:21])[N:12]([CH3:27])[C:11]=2[CH:28]=1. The catalyst is O1CCOCC1. The product is [F:3][C:4]1[CH:32]=[CH:31][CH:30]=[CH:29][C:5]=1[O:6][C:7]1[CH:8]=[CH:9][C:10]2[N:14]=[C:13]([CH2:15][O:16][C:17]3[CH:18]=[C:19]([CH:24]=[CH:25][CH:26]=3)[C:20]([OH:22])=[O:21])[N:12]([CH3:27])[C:11]=2[CH:28]=1. The yield is 0.680. (4) The reactants are [CH2:1]([O:3][C:4](=[O:28])[CH2:5][N:6]([CH2:22][C:23]([O:25][CH2:26][CH3:27])=[O:24])[C:7]1[CH:12]=[C:11]([C:13]([NH:15][NH:16][C:17]([O:19]C)=[O:18])=O)[CH:10]=[CH:9][C:8]=1[CH3:21])[CH3:2].P(Cl)(Cl)(Cl)=O. No catalyst specified. The product is [CH2:1]([O:3][C:4](=[O:28])[CH2:5][N:6]([CH2:22][C:23]([O:25][CH2:26][CH3:27])=[O:24])[C:7]1[CH:12]=[C:11]([C:13]2[O:19][C:17](=[O:18])[NH:16][N:15]=2)[CH:10]=[CH:9][C:8]=1[CH3:21])[CH3:2]. The yield is 0.590. (5) The reactants are [Br:1][C:2]1[N:7]=[C:6]([NH2:8])[CH:5]=[C:4]([CH3:9])[CH:3]=1.Cl[CH2:11][CH:12]=O. No catalyst specified. The product is [Br:1][C:2]1[N:7]2[CH:11]=[CH:12][N:8]=[C:6]2[CH:5]=[C:4]([CH3:9])[CH:3]=1. The yield is 0.820. (6) The reactants are [Br:1][C:2]1[CH:3]=[C:4]([N+:12]([O-:14])=[O:13])[C:5]([CH3:11])=[C:6]([CH:10]=1)[C:7]([OH:9])=[O:8].IC.[C:17](=O)([O-])[O-].[Na+].[Na+]. The catalyst is CN(C=O)C. The product is [Br:1][C:2]1[CH:3]=[C:4]([N+:12]([O-:14])=[O:13])[C:5]([CH3:11])=[C:6]([CH:10]=1)[C:7]([O:9][CH3:17])=[O:8]. The yield is 0.945.